Task: Predict the reactants needed to synthesize the given product.. Dataset: Full USPTO retrosynthesis dataset with 1.9M reactions from patents (1976-2016) (1) Given the product [CH2:1]([C:3]1[O:4][C:5]([C:8]([OH:10])=[O:9])=[CH:6][N:7]=1)[CH3:2], predict the reactants needed to synthesize it. The reactants are: [CH2:1]([C:3]1[O:4][C:5]([C:8]([O-:10])=[O:9])=[CH:6][N:7]=1)[CH3:2].[OH-].[Na+]. (2) Given the product [CH3:1][C:2]1[N:7]=[C:19]([C:20]([OH:16])=[O:21])[C:5]([C:10]2[N:15]=[CH:14][CH:13]=[CH:12][N:11]=2)=[CH:4][CH:3]=1, predict the reactants needed to synthesize it. The reactants are: [CH3:1][C:2]1[N:7]=C(C#N)[C:5]([C:10]2[N:15]=[CH:14][CH:13]=[CH:12][N:11]=2)=[CH:4][CH:3]=1.[OH-:16].[Na+].Cl.[CH3:19][CH2:20][OH:21].